The task is: Predict the reaction yield, written as a fraction of the theoretical maximum amount of product (1.0 means a 100% yield; for example, 0.34 means a 34% yield).. This data is from Reaction yield outcomes from USPTO patents with 853,638 reactions. (1) The reactants are [OH:1][CH2:2][CH2:3][C:4]1[CH:12]=[CH:11][CH:10]=[C:9]2[C:5]=1[CH2:6][C:7](=[O:13])[NH:8]2.[CH3:14][C:15]1[C:19]([C:20]([N:22]2[CH2:27][CH2:26][N:25]([CH3:28])[CH2:24][CH2:23]2)=[O:21])=[C:18]([CH3:29])[NH:17][C:16]=1[CH:30]=O. No catalyst specified. The product is [CH3:14][C:15]1[C:19]([C:20]([N:22]2[CH2:23][CH2:24][N:25]([CH3:28])[CH2:26][CH2:27]2)=[O:21])=[C:18]([CH3:29])[NH:17][C:16]=1[CH:30]=[C:6]1[C:5]2[C:9](=[CH:10][CH:11]=[CH:12][C:4]=2[CH2:3][CH2:2][OH:1])[NH:8][C:7]1=[O:13]. The yield is 0.550. (2) The reactants are C(OC([N:8]1[CH2:13][CH2:12][N:11]([CH2:14][CH2:15][CH2:16][N:17]2[CH2:22][CH2:21][CH2:20][CH2:19][CH2:18]2)[C:10](=[O:23])[C@@H:9]1[CH3:24])=O)(C)(C)C.Cl. The catalyst is O1CCOCC1. The product is [CH3:24][C@@H:9]1[NH:8][CH2:13][CH2:12][N:11]([CH2:14][CH2:15][CH2:16][N:17]2[CH2:18][CH2:19][CH2:20][CH2:21][CH2:22]2)[C:10]1=[O:23]. The yield is 0.920.